Dataset: Full USPTO retrosynthesis dataset with 1.9M reactions from patents (1976-2016). Task: Predict the reactants needed to synthesize the given product. (1) The reactants are: [CH2:1]([CH:8]1[CH2:13][CH2:12][N:11]([C:14]2[CH:19]=[C:18](Cl)[N:17]=[CH:16][N:15]=2)[CH2:10][CH2:9]1)[C:2]1[CH:7]=[CH:6][CH:5]=[CH:4][CH:3]=1.[NH2:21][NH2:22]. Given the product [CH2:1]([CH:8]1[CH2:13][CH2:12][N:11]([C:14]2[CH:19]=[C:18]([NH:21][NH2:22])[N:17]=[CH:16][N:15]=2)[CH2:10][CH2:9]1)[C:2]1[CH:7]=[CH:6][CH:5]=[CH:4][CH:3]=1, predict the reactants needed to synthesize it. (2) Given the product [Cl:14][CH2:15][C:16]1[N:2]=[C:1]([CH2:4][C:5]2[CH:13]=[CH:12][C:8]([C:9]([OH:11])=[O:10])=[CH:7][CH:6]=2)[S:3][CH:18]=1, predict the reactants needed to synthesize it. The reactants are: [C:1]([CH2:4][C:5]1[CH:13]=[CH:12][C:8]([C:9]([OH:11])=[O:10])=[CH:7][CH:6]=1)(=[S:3])[NH2:2].[Cl:14][CH2:15][C:16]([CH2:18]Cl)=O. (3) Given the product [CH3:1][NH:2][CH2:7][CH2:8][C:9]1[CH:10]=[C:11]2[C:15](=[CH:16][CH:17]=1)[NH:14][CH:13]=[C:12]2[S:18]([C:21]1[CH:26]=[CH:25][CH:24]=[CH:23][CH:22]=1)(=[O:19])=[O:20], predict the reactants needed to synthesize it. The reactants are: [CH3:1][N:2]([CH2:7][CH2:8][C:9]1[CH:10]=[C:11]2[C:15](=[CH:16][CH:17]=1)[NH:14][CH:13]=[C:12]2[S:18]([C:21]1[CH:26]=[CH:25][CH:24]=[CH:23][CH:22]=1)(=[O:20])=[O:19])C(=O)OC.NN.[OH-].[K+]. (4) Given the product [CH:25]1([CH2:24][N:11]([C:10]2[C:9]([S:19][CH3:20])=[N:8][N:7]3[C:2]([I:1])=[CH:3][CH:4]=[CH:5][C:6]=23)[C:12](=[O:18])[O:13][C:14]([CH3:16])([CH3:17])[CH3:15])[CH2:27][CH2:26]1, predict the reactants needed to synthesize it. The reactants are: [I:1][C:2]1[N:7]2[N:8]=[C:9]([S:19][CH3:20])[C:10]([NH:11][C:12](=[O:18])[O:13][C:14]([CH3:17])([CH3:16])[CH3:15])=[C:6]2[CH:5]=[CH:4][CH:3]=1.[H-].[Na+].Br[CH2:24][CH:25]1[CH2:27][CH2:26]1.C(OCC)(=O)C.